This data is from Catalyst prediction with 721,799 reactions and 888 catalyst types from USPTO. The task is: Predict which catalyst facilitates the given reaction. (1) Reactant: Cl.[CH3:2][NH:3][O:4][CH3:5].[CH3:6][N:7]1[C:11]([CH2:12][O:13][C:14]2[CH:19]=[CH:18][C:17]([C:20]([F:23])([F:22])[F:21])=[CH:16][CH:15]=2)=[C:10]([C:24](OCC)=[O:25])[CH:9]=[N:8]1.C([Mg]Cl)(C)C.[Cl-].[NH4+]. Product: [CH3:5][O:4][N:3]([CH3:2])[C:24]([C:10]1[CH:9]=[N:8][N:7]([CH3:6])[C:11]=1[CH2:12][O:13][C:14]1[CH:19]=[CH:18][C:17]([C:20]([F:22])([F:23])[F:21])=[CH:16][CH:15]=1)=[O:25]. The catalyst class is: 7. (2) Reactant: CC1(C)CCCC(C)(C)N1.C([Li])CCC.[F:16][C:17]1[CH:22]=[CH:21][C:20]([CH2:23][C:24]([CH3:27])([CH3:26])[CH3:25])=[CH:19][N:18]=1.[Si:28]([O:35][C:36]1([CH2:40][CH:41]=[O:42])[CH2:39][CH2:38][CH2:37]1)([C:31]([CH3:34])([CH3:33])[CH3:32])([CH3:30])[CH3:29]. Product: [Si:28]([O:35][C:36]1([CH2:40][CH:41]([C:22]2[C:17]([F:16])=[N:18][CH:19]=[C:20]([CH2:23][C:24]([CH3:27])([CH3:26])[CH3:25])[CH:21]=2)[OH:42])[CH2:37][CH2:38][CH2:39]1)([C:31]([CH3:34])([CH3:33])[CH3:32])([CH3:30])[CH3:29]. The catalyst class is: 20. (3) Reactant: [CH3:1][C@@:2]1([OH:41])[C@H:6]([O:7]CC2C=CC(Cl)=CC=2Cl)[C@@H:5]([CH2:17][O:18]CC2C=CC(Cl)=CC=2Cl)[O:4][C@H:3]1[N:28]1[CH:40]=[C:32]2[CH2:33][CH2:34][C:35]3[CH2:36][NH:37][N:38]=[CH:39][C:30]([C:31]=32)=[N:29]1.B(Cl)(Cl)Cl. Product: [CH3:1][C@@:2]1([OH:41])[C@H:6]([OH:7])[C@@H:5]([CH2:17][OH:18])[O:4][C@H:3]1[N:28]1[CH:40]=[C:32]2[CH2:33][CH2:34][C:35]3[CH2:36][NH:37][N:38]=[CH:39][C:30]([C:31]=32)=[N:29]1. The catalyst class is: 2. (4) Reactant: [NH:1]1[CH2:5][CH2:4][C@@H:3]([NH:6][C:7](=[O:13])[O:8][C:9]([CH3:12])([CH3:11])[CH3:10])[CH2:2]1.[CH2:14]=O.CO.[BH4-].[Na+]. Product: [CH3:14][N:1]1[CH2:5][CH2:4][C@@H:3]([NH:6][C:7](=[O:13])[O:8][C:9]([CH3:10])([CH3:12])[CH3:11])[CH2:2]1. The catalyst class is: 6. (5) Reactant: [F:1][C:2]1[CH:3]=[C:4]([C:8]2[CH:16]=[CH:15][C:11]([C:12]([OH:14])=O)=[CH:10][N:9]=2)[CH:5]=[CH:6][CH:7]=1.CN(C(ON1N=NC2C=CC=NC1=2)=[N+](C)C)C.F[P-](F)(F)(F)(F)F.CCN(C(C)C)C(C)C.[NH2:50][C@H:51]1[C@H:55]([OH:56])[CH2:54][N:53]([C:57]([O:59][C:60]([CH3:63])([CH3:62])[CH3:61])=[O:58])[CH2:52]1. Product: [C:60]([O:59][C:57]([N:53]1[CH2:54][C@@H:55]([OH:56])[C@H:51]([NH:50][C:12]([C:11]2[CH:10]=[N:9][C:8]([C:4]3[CH:5]=[CH:6][CH:7]=[C:2]([F:1])[CH:3]=3)=[CH:16][CH:15]=2)=[O:14])[CH2:52]1)=[O:58])([CH3:63])([CH3:61])[CH3:62]. The catalyst class is: 3. (6) The catalyst class is: 1. Product: [CH3:5][CH2:4][CH2:3][CH:2]([CH3:7])[CH3:1].[CH2:1]([N:8]1[C@@H:13]2[C@H:14]([S:16]([C:19]3[CH:20]=[CH:21][CH:22]=[CH:23][CH:24]=3)(=[O:17])=[O:18])[CH2:15][C@@:9]1([C:26]1[CH:31]=[CH:30][CH:29]=[CH:28][CH:27]=1)[C@H:10]([OH:25])[CH2:11][CH2:12]2)[C:2]1[CH:7]=[CH:6][CH:5]=[CH:4][CH:3]=1. Reactant: [CH2:1]([N:8]1[C@@H:13]2[C@H:14]([S:16]([C:19]3[CH:24]=[CH:23][CH:22]=[CH:21][CH:20]=3)(=[O:18])=[O:17])[CH2:15][C@@:9]1([C:26]1[CH:31]=[CH:30][CH:29]=[CH:28][CH:27]=1)[C:10](=[O:25])[CH2:11][CH2:12]2)[C:2]1[CH:7]=[CH:6][CH:5]=[CH:4][CH:3]=1.CO.[BH4-].[Na+]. (7) Reactant: [Si]([O:8][CH2:9][C@@H:10]1[C@@H:14]([O:15][Si:16]([CH:23]([CH3:25])[CH3:24])([CH:20]([CH3:22])[CH3:21])[CH:17]([CH3:19])[CH3:18])[CH2:13][C@H:12]([NH:26][C:27]2[C:32]([C:33]([C:35]3[S:39][CH:38]=[C:37]([C:40](=[O:42])[CH3:41])[CH:36]=3)=[O:34])=[CH:31][N:30]=[CH:29][N:28]=2)[CH2:11]1)(C(C)(C)C)(C)C.Cl. Product: [OH:8][CH2:9][C@@H:10]1[C@@H:14]([O:15][Si:16]([CH:23]([CH3:24])[CH3:25])([CH:20]([CH3:22])[CH3:21])[CH:17]([CH3:19])[CH3:18])[CH2:13][C@H:12]([NH:26][C:27]2[C:32]([C:33]([C:35]3[S:39][CH:38]=[C:37]([C:40](=[O:42])[CH3:41])[CH:36]=3)=[O:34])=[CH:31][N:30]=[CH:29][N:28]=2)[CH2:11]1. The catalyst class is: 14.